From a dataset of Reaction yield outcomes from USPTO patents with 853,638 reactions. Predict the reaction yield, written as a fraction of the theoretical maximum amount of product (1.0 means a 100% yield; for example, 0.34 means a 34% yield). The reactants are O1[C:5]2([CH2:10][CH2:9][CH:8]([OH:11])[CH2:7][CH2:6]2)[O:4][CH2:3][CH2:2]1.C(Cl)(=O)[C:13]1[CH:18]=[CH:17]C=[CH:15][CH:14]=1.N1C=CC=CC=1.[O:27]1CCCC1. The catalyst is C(OCC)(=O)C. The product is [C:3]([O:4][CH:5]1[CH2:6][CH2:7][C:8](=[O:11])[CH2:9][CH2:10]1)(=[O:27])[C:2]1[CH:17]=[CH:18][CH:13]=[CH:14][CH:15]=1. The yield is 0.430.